From a dataset of Reaction yield outcomes from USPTO patents with 853,638 reactions. Predict the reaction yield, written as a fraction of the theoretical maximum amount of product (1.0 means a 100% yield; for example, 0.34 means a 34% yield). (1) The reactants are [CH2:1]([CH2:15][C:16]([NH:18][CH2:19][CH:20](O)[CH2:21][O:22][C:23]([C:36]1[CH:41]=[CH:40][CH:39]=[CH:38][CH:37]=1)([C:30]1[CH:35]=[CH:34][CH:33]=[CH:32][CH:31]=1)[C:24]1[CH:29]=[CH:28][CH:27]=[CH:26][CH:25]=1)=[S:17])[CH2:2][CH2:3][CH2:4][CH2:5][CH2:6][CH2:7][CH2:8][CH2:9][CH2:10][CH2:11][CH2:12][CH2:13][CH3:14].N1C=CN=C1.C1(P(C2C=CC=CC=2)C2C=CC=CC=2)C=CC=CC=1.[I:67]I.S(=O)(O)[O-].[Na+]. The catalyst is C1(C)C=CC=CC=1. The product is [I:67][CH:20]([CH2:19][NH:18][C:16](=[S:17])[CH2:15][CH2:1][CH2:2][CH2:3][CH2:4][CH2:5][CH2:6][CH2:7][CH2:8][CH2:9][CH2:10][CH2:11][CH2:12][CH2:13][CH3:14])[CH2:21][O:22][C:23]([C:36]1[CH:41]=[CH:40][CH:39]=[CH:38][CH:37]=1)([C:30]1[CH:35]=[CH:34][CH:33]=[CH:32][CH:31]=1)[C:24]1[CH:29]=[CH:28][CH:27]=[CH:26][CH:25]=1. The yield is 0.210. (2) The yield is 0.300. The product is [F:1][C:2]([F:25])([F:24])[O:3][C:4]1[CH:9]=[CH:8][C:7]([N:10]2[CH:14]=[CH:13][C:12]([C:15]3[CH:23]=[CH:22][C:18]([C:19]([N:47]=[N+:48]=[N-:49])=[O:20])=[CH:17][CH:16]=3)=[N:11]2)=[CH:6][CH:5]=1. The reactants are [F:1][C:2]([F:25])([F:24])[O:3][C:4]1[CH:9]=[CH:8][C:7]([N:10]2[CH:14]=[CH:13][C:12]([C:15]3[CH:23]=[CH:22][C:18]([C:19](O)=[O:20])=[CH:17][CH:16]=3)=[N:11]2)=[CH:6][CH:5]=1.C(N(CC)CC)C.C1(P([N:47]=[N+:48]=[N-:49])(C2C=CC=CC=2)=O)C=CC=CC=1. The catalyst is C(O)(C)C. (3) The product is [Br:1][C:2]1[CH:3]=[CH:4][C:5]2[O:10][CH2:9][CH2:8][NH:7][C:6]=2[CH:12]=1. The reactants are [Br:1][C:2]1[CH:3]=[CH:4][C:5]2[O:10][CH2:9][C:8](=O)[NH:7][C:6]=2[CH:12]=1.Cl.[OH-].[Na+]. The yield is 0.880. The catalyst is C1COCC1. (4) The reactants are [CH2:1]([O:4][CH:5]1[O:10][C:9]([CH2:13][OH:14])([CH2:11][OH:12])[C@@H:8]([O:15][CH2:16][C:17]2[CH:22]=[CH:21][CH:20]=[CH:19][CH:18]=2)[C@H:7]([O:23][CH2:24][C:25]2[CH:30]=[CH:29][CH:28]=[CH:27][CH:26]=2)[C@H:6]1[O:31][CH2:32][C:33]1[CH:38]=[CH:37][CH:36]=[CH:35][CH:34]=1)[CH:2]=[CH2:3].[H-].[Na+].Br[CH2:42][C:43]1[CH:48]=[CH:47][C:46]([O:49][CH3:50])=[CH:45][CH:44]=1. The catalyst is CN(C)C=O. The product is [CH2:1]([O:4][CH:5]1[O:10][C:9]([CH2:11][O:12][CH2:42][C:43]2[CH:48]=[CH:47][C:46]([O:49][CH3:50])=[CH:45][CH:44]=2)([CH2:13][O:14][CH2:42][C:43]2[CH:48]=[CH:47][C:46]([O:49][CH3:50])=[CH:45][CH:44]=2)[C@@H:8]([O:15][CH2:16][C:17]2[CH:22]=[CH:21][CH:20]=[CH:19][CH:18]=2)[C@H:7]([O:23][CH2:24][C:25]2[CH:26]=[CH:27][CH:28]=[CH:29][CH:30]=2)[C@H:6]1[O:31][CH2:32][C:33]1[CH:34]=[CH:35][CH:36]=[CH:37][CH:38]=1)[CH:2]=[CH2:3]. The yield is 0.520. (5) The reactants are C([Li])CCC.Br[C:7]1[CH:8]=[N:9][CH:10]=[CH:11][CH:12]=1.[F:13][CH:14]([F:21])[C:15](N(OC)C)=[O:16].[Cl-].[NH4+]. The catalyst is C1(C)C=CC=CC=1.O.C1COCC1. The product is [F:13][CH:14]([F:21])[C:15]([C:7]1[CH:8]=[N:9][CH:10]=[CH:11][CH:12]=1)=[O:16]. The yield is 0.910. (6) The reactants are [NH2:1][C:2]1[C:11]2[C:6](=[C:7](Br)[CH:8]=[CH:9][CH:10]=2)[N:5]=[N:4][C:3]=1[C:13]([NH:15][CH2:16][CH2:17][CH3:18])=[O:14].[F:19][C:20]1[C:25]([O:26][CH3:27])=[CH:24][CH:23]=[CH:22][C:21]=1B(O)O. No catalyst specified. The product is [NH2:1][C:2]1[C:11]2[C:6](=[C:7]([C:21]3[CH:22]=[CH:23][CH:24]=[C:25]([O:26][CH3:27])[C:20]=3[F:19])[CH:8]=[CH:9][CH:10]=2)[N:5]=[N:4][C:3]=1[C:13]([NH:15][CH2:16][CH2:17][CH3:18])=[O:14]. The yield is 0.570.